This data is from Reaction yield outcomes from USPTO patents with 853,638 reactions. The task is: Predict the reaction yield, written as a fraction of the theoretical maximum amount of product (1.0 means a 100% yield; for example, 0.34 means a 34% yield). (1) The reactants are [F:1][C:2]1[CH:3]=[C:4]([C@H:10]2[CH2:14][CH2:13][CH2:12][N:11]2[C:15]2[CH:20]=[CH:19][N:18]3[N:21]=[CH:22][C:23]([C:24]([O:26]CC)=[O:25])=[C:17]3[N:16]=2)[C:5]([O:8][CH3:9])=[N:6][CH:7]=1.[Li+].[OH-]. The catalyst is CO. The product is [F:1][C:2]1[CH:3]=[C:4]([C@H:10]2[CH2:14][CH2:13][CH2:12][N:11]2[C:15]2[CH:20]=[CH:19][N:18]3[N:21]=[CH:22][C:23]([C:24]([OH:26])=[O:25])=[C:17]3[N:16]=2)[C:5]([O:8][CH3:9])=[N:6][CH:7]=1. The yield is 1.00. (2) The reactants are [NH2:1][C:2]1[CH:3]=[C:4]([CH:8]=[CH:9][C:10]=1[S:11][C:12]1[C:17]([C:18](O)=[O:19])=[CH:16][CH:15]=[C:14]([Cl:21])[CH:13]=1)[C:5]([OH:7])=[O:6].Cl.O. The catalyst is C1COCC1. The product is [Cl:21][C:14]1[CH:15]=[CH:16][C:17]2[C:18](=[O:19])[NH:1][C:2]3[CH:3]=[C:4]([C:5]([OH:7])=[O:6])[CH:8]=[CH:9][C:10]=3[S:11][C:12]=2[CH:13]=1. The yield is 0.270. (3) The reactants are Br[C:2]1[N:3]=[C:4]2[S:10][C:9]([NH:11][C:12]([CH:14]3[CH2:16][CH2:15]3)=[O:13])=[N:8][C:5]2=[N:6][CH:7]=1.B([C:20]1[CH:28]=[CH:27][C:23]([C:24]([OH:26])=[O:25])=[CH:22][CH:21]=1)(O)O.C([O-])([O-])=O.[Na+].[Na+].C(P(C(C)(C)C)C1C=CC=CC=1C1C(C(C)C)=CC(C(C)C)=CC=1C(C)C)(C)(C)C. The catalyst is O1CCOCC1. The product is [CH:14]1([C:12]([NH:11][C:9]2[S:10][C:4]3[C:5]([N:8]=2)=[N:6][CH:7]=[C:2]([C:20]2[CH:28]=[CH:27][C:23]([C:24]([OH:26])=[O:25])=[CH:22][CH:21]=2)[N:3]=3)=[O:13])[CH2:16][CH2:15]1. The yield is 0.640. (4) The reactants are [CH3:1][CH:2]([CH3:18])[C:3]([NH:5][C:6]1[CH:11]=[CH:10][C:9]([CH:12]2[CH2:17][CH2:16][NH:15][CH2:14][CH2:13]2)=[CH:8][CH:7]=1)=[O:4].Br[CH2:20][CH2:21][CH2:22][NH:23][C:24](=[O:38])[CH:25]([C:32]1[CH:37]=[CH:36][CH:35]=[CH:34][CH:33]=1)[C:26]1[CH:31]=[CH:30][CH:29]=[CH:28][CH:27]=1.C([O-])([O-])=O.[K+].[K+].[Na+].[I-]. The catalyst is CN(C=O)C. The product is [C:26]1([CH:25]([C:32]2[CH:37]=[CH:36][CH:35]=[CH:34][CH:33]=2)[C:24]([NH:23][CH2:22][CH2:21][CH2:20][N:15]2[CH2:16][CH2:17][CH:12]([C:9]3[CH:10]=[CH:11][C:6]([NH:5][C:3](=[O:4])[CH:2]([CH3:18])[CH3:1])=[CH:7][CH:8]=3)[CH2:13][CH2:14]2)=[O:38])[CH:27]=[CH:28][CH:29]=[CH:30][CH:31]=1. The yield is 0.320. (5) The reactants are [CH2:1]([C:5]1[N:6]=[C:7]2[CH:23]=[CH:22][CH:21]=[CH:20][N:8]2[C:9](=[O:19])[C:10]=1[C:11]1[CH:16]=[CH:15][C:14]([O:17]C)=[CH:13][CH:12]=1)[CH2:2][CH2:3][CH3:4].B(Br)(Br)Br. The catalyst is ClCCl. The product is [CH2:1]([C:5]1[N:6]=[C:7]2[CH:23]=[CH:22][CH:21]=[CH:20][N:8]2[C:9](=[O:19])[C:10]=1[C:11]1[CH:16]=[CH:15][C:14]([OH:17])=[CH:13][CH:12]=1)[CH2:2][CH2:3][CH3:4]. The yield is 0.360.